This data is from Full USPTO retrosynthesis dataset with 1.9M reactions from patents (1976-2016). The task is: Predict the reactants needed to synthesize the given product. (1) Given the product [Cl:3][C:4]1[CH:5]=[C:6]([N:10]2[C:25](=[O:26])[C:14]3[CH:15]=[N:16][C:17]4[C:18]([O:23][CH3:24])=[CH:19][CH:20]=[CH:21][C:22]=4[C:13]=3[N:12]([CH:27]3[CH2:32][CH2:31][N:30]([S:36]([CH2:34][CH3:35])(=[O:38])=[O:37])[CH2:29][CH2:28]3)[C:11]2=[O:33])[CH:7]=[CH:8][CH:9]=1, predict the reactants needed to synthesize it. The reactants are: Cl.Cl.[Cl:3][C:4]1[CH:5]=[C:6]([N:10]2[C:25](=[O:26])[C:14]3[CH:15]=[N:16][C:17]4[C:18]([O:23][CH3:24])=[CH:19][CH:20]=[CH:21][C:22]=4[C:13]=3[N:12]([CH:27]3[CH2:32][CH2:31][NH:30][CH2:29][CH2:28]3)[C:11]2=[O:33])[CH:7]=[CH:8][CH:9]=1.[CH2:34]([S:36](Cl)(=[O:38])=[O:37])[CH3:35]. (2) The reactants are: [NH2:1][C:2]1[N:6]([C@@H:7]2[O:19][C@H:18]([CH2:20][O:21]C(=O)C)[C@@H:13]([O:14]C(=O)C)[C@H:8]2[O:9]C(=O)C)[C:5]2[CH:25]=[CH:26][CH:27]=[CH:28][C:4]=2[N:3]=1.C([O:32][CH2:33][CH2:34][CH2:35][CH2:36][O:37][C:38]1[CH:39]=[C:40]([CH:43]=[C:44]([C:46]2[CH:51]=[CH:50][CH:49]=[CH:48][CH:47]=2)[CH:45]=1)[CH:41]=O)(=O)C.C(O[BH-](OC(=O)C)OC(=O)C)(=O)C.[Na+].O. Given the product [OH:32][CH2:33][CH2:34][CH2:35][CH2:36][O:37][C:38]1[CH:39]=[C:40]([CH:43]=[C:44]([C:46]2[CH:51]=[CH:50][CH:49]=[CH:48][CH:47]=2)[CH:45]=1)[CH2:41][NH:1][C:2]1[N:6]([C@@H:7]2[O:19][C@H:18]([CH2:20][OH:21])[C@@H:13]([OH:14])[C@H:8]2[OH:9])[C:5]2[CH:25]=[CH:26][CH:27]=[CH:28][C:4]=2[N:3]=1, predict the reactants needed to synthesize it. (3) Given the product [C:10]1([CH3:9])[CH:15]=[C:14]([CH3:16])[CH:13]=[C:12]([CH3:17])[C:11]=1[C:2]1[NH:6][CH:5]=[C:4]([CH:7]=[O:8])[CH:3]=1, predict the reactants needed to synthesize it. The reactants are: Br[C:2]1[NH:6][CH:5]=[C:4]([CH:7]=[O:8])[CH:3]=1.[CH3:9][C:10]1[CH:15]=[C:14]([CH3:16])[CH:13]=[C:12]([CH3:17])[C:11]=1B(O)O.C(=O)([O-])[O-].[Cs+].[Cs+].C(P(C(C)(C)C)C(C)(C)C)(C)(C)C.C1(C)C=C(C)C=C(C)C=1. (4) Given the product [CH:38]1([C@H:36]([NH:35][C:9]2[N:8]=[C:7]([C:5]([OH:6])=[O:4])[N:15]=[C:14]3[C:10]=2[N:11]([CH2:24][C:25]2[CH:30]=[CH:29][C:28]([C:31]([F:34])([F:33])[F:32])=[CH:27][CH:26]=2)[C:12]([CH2:16][O:17][C:18]2[CH:23]=[CH:22][CH:21]=[CH:20][CH:19]=2)=[N:13]3)[CH3:37])[CH2:41][CH2:40][CH2:39]1, predict the reactants needed to synthesize it. The reactants are: [Li+].[OH-].C[O:4][C:5]([C:7]1[N:15]=[C:14]2[C:10]([N:11]([CH2:24][C:25]3[CH:30]=[CH:29][C:28]([C:31]([F:34])([F:33])[F:32])=[CH:27][CH:26]=3)[C:12]([CH2:16][O:17][C:18]3[CH:23]=[CH:22][CH:21]=[CH:20][CH:19]=3)=[N:13]2)=[C:9]([NH:35][C@@H:36]([CH:38]2[CH2:41][CH2:40][CH2:39]2)[CH3:37])[N:8]=1)=[O:6]. (5) Given the product [C:25]1(/[CH:21]=[CH:22]/[C:23]#[C:24][C@@H:3]([OH:10])[CH3:2])[CH:30]=[CH:29][CH:28]=[CH:27][CH:26]=1, predict the reactants needed to synthesize it. The reactants are: C[C@H:2](N(C)C)[C@H:3]([OH:10])C1C=CC=CC=1.CCN(CC)CC.[CH:21]([C:25]1[CH:30]=[CH:29][CH:28]=[CH:27][CH:26]=1)=[CH:22][C:23]#[CH:24].C(=O)C. (6) Given the product [CH3:17][N:14]1[CH2:15][CH2:16][N:11]([S:8]([C:5]2[CH:6]=[CH:7][C:2]([C:24]3[CH:25]=[C:26]4[C:32]([C:33]([O:35][CH3:36])=[O:34])=[CH:31][NH:30][C:27]4=[N:28][CH:29]=3)=[CH:3][C:4]=2[O:18][C:19]([F:22])([F:21])[F:20])(=[O:10])=[O:9])[CH2:12][CH2:13]1, predict the reactants needed to synthesize it. The reactants are: Br[C:2]1[CH:7]=[CH:6][C:5]([S:8]([N:11]2[CH2:16][CH2:15][N:14]([CH3:17])[CH2:13][CH2:12]2)(=[O:10])=[O:9])=[C:4]([O:18][C:19]([F:22])([F:21])[F:20])[CH:3]=1.Br[C:24]1[CH:25]=[C:26]2[C:32]([C:33]([O:35][CH3:36])=[O:34])=[CH:31][NH:30][C:27]2=[N:28][CH:29]=1. (7) The reactants are: [Br:1][C:2]1[CH:29]=[CH:28][C:27]([F:30])=[CH:26][C:3]=1[O:4][CH:5]1[CH2:10][CH2:9][N:8]([C:11]2[S:15][C:14]([C:16]3[N:21]=[CH:20][C:19]([C:22]([O:24]C)=[O:23])=[CH:18][N:17]=3)=[N:13][N:12]=2)[CH2:7][CH2:6]1.[OH-].[Na+].Cl. Given the product [Br:1][C:2]1[CH:29]=[CH:28][C:27]([F:30])=[CH:26][C:3]=1[O:4][CH:5]1[CH2:10][CH2:9][N:8]([C:11]2[S:15][C:14]([C:16]3[N:21]=[CH:20][C:19]([C:22]([OH:24])=[O:23])=[CH:18][N:17]=3)=[N:13][N:12]=2)[CH2:7][CH2:6]1, predict the reactants needed to synthesize it.